Predict the reactants needed to synthesize the given product. From a dataset of Full USPTO retrosynthesis dataset with 1.9M reactions from patents (1976-2016). (1) Given the product [Br:36][CH2:37][CH2:38][CH2:39][O:1][C:2]1[CH:11]=[C:10]2[C:5]([C:6]([O:12][C:13]3[C:18]([CH3:19])=[CH:17][C:16]([NH:20][C:21]([NH:23][CH2:24][CH2:25][CH3:26])=[O:22])=[C:15]([CH3:27])[CH:14]=3)=[CH:7][CH:8]=[N:9]2)=[CH:4][C:3]=1[O:28][CH3:29], predict the reactants needed to synthesize it. The reactants are: [OH:1][C:2]1[CH:11]=[C:10]2[C:5]([C:6]([O:12][C:13]3[C:18]([CH3:19])=[CH:17][C:16]([NH:20][C:21]([NH:23][CH2:24][CH2:25][CH3:26])=[O:22])=[C:15]([CH3:27])[CH:14]=3)=[CH:7][CH:8]=[N:9]2)=[CH:4][C:3]=1[O:28][CH3:29].C(=O)([O-])[O-].[K+].[K+].[Br:36][CH2:37][CH2:38][CH2:39]Br.O. (2) The reactants are: P(O)(O)(O)=O.C(O)(=O)CC(CC(O)=O)(C(O)=O)O.[C:19]1([C:25]([CH3:30])([OH:29])[C:26]([OH:28])=[O:27])[CH:24]=[CH:23][CH:22]=[CH:21][CH:20]=1. Given the product [C:19]1([C@:25]([CH3:30])([OH:29])[C:26]([OH:28])=[O:27])[CH:24]=[CH:23][CH:22]=[CH:21][CH:20]=1, predict the reactants needed to synthesize it.